This data is from Forward reaction prediction with 1.9M reactions from USPTO patents (1976-2016). The task is: Predict the product of the given reaction. (1) Given the reactants [CH3:1][O:2][C:3](=[O:15])[C:4]1[C:5](=[C:10](I)[CH:11]=[CH:12][CH:13]=1)[C:6]([O:8][CH3:9])=[O:7].[CH3:16][O:17][C:18]1[CH:19]=[C:20]([CH:22]=[CH:23][C:24]=1[O:25][CH3:26])[NH2:21].C1C=CC(P(C2C(C3C(P(C4C=CC=CC=4)C4C=CC=CC=4)=CC=C4C=3C=CC=C4)=C3C(C=CC=C3)=CC=2)C2C=CC=CC=2)=CC=1.C(=O)([O-])[O-].[Cs+].[Cs+], predict the reaction product. The product is: [CH3:1][O:2][C:3](=[O:15])[C:4]1[C:5](=[C:10]([NH:21][C:20]2[CH:22]=[CH:23][C:24]([O:25][CH3:26])=[C:18]([O:17][CH3:16])[CH:19]=2)[CH:11]=[CH:12][CH:13]=1)[C:6]([O:8][CH3:9])=[O:7]. (2) Given the reactants C(OC([NH:11][CH2:12][C@H:13]1[CH2:22][CH2:21][C:20]2[C:15](=[CH:16][CH:17]=[C:18](/[CH:23]=[CH:24]/[C:25]([O:27][C:28]([CH3:31])([CH3:30])[CH3:29])=[O:26])[CH:19]=2)[O:14]1)=O)C1C=CC=CC=1.C([O-])=O.[NH4+], predict the reaction product. The product is: [NH2:11][CH2:12][C@H:13]1[CH2:22][CH2:21][C:20]2[C:15](=[CH:16][CH:17]=[C:18]([CH2:23][CH2:24][C:25]([O:27][C:28]([CH3:31])([CH3:30])[CH3:29])=[O:26])[CH:19]=2)[O:14]1. (3) Given the reactants C[O-].[Na+].Cl.[NH2:5][OH:6].[C:7](/[N:9]=[C:10](\SC)/[NH:11][C:12]1[CH:17]=[CH:16][CH:15]=[C:14]([C:18]([F:21])([F:20])[F:19])[CH:13]=1)#[N:8], predict the reaction product. The product is: [F:19][C:18]([F:21])([F:20])[C:14]1[CH:13]=[C:12]([NH:11][C:10]2[N:9]=[C:7]([NH2:8])[O:6][N:5]=2)[CH:17]=[CH:16][CH:15]=1.